Dataset: Peptide-MHC class I binding affinity with 185,985 pairs from IEDB/IMGT. Task: Regression. Given a peptide amino acid sequence and an MHC pseudo amino acid sequence, predict their binding affinity value. This is MHC class I binding data. (1) The peptide sequence is VLQAGFFLL. The MHC is HLA-A03:01 with pseudo-sequence HLA-A03:01. The binding affinity (normalized) is 0.0179. (2) The peptide sequence is NLTIAWFRM. The MHC is HLA-A02:01 with pseudo-sequence HLA-A02:01. The binding affinity (normalized) is 0. (3) The peptide sequence is GRKTPLLCF. The MHC is HLA-B27:05 with pseudo-sequence HLA-B27:05. The binding affinity (normalized) is 0.367.